Dataset: Reaction yield outcomes from USPTO patents with 853,638 reactions. Task: Predict the reaction yield, written as a fraction of the theoretical maximum amount of product (1.0 means a 100% yield; for example, 0.34 means a 34% yield). (1) The reactants are [C:1]1([C:7]2[O:11][N:10]=[C:9]([C:12]([O:14][CH2:15][CH3:16])=[O:13])[CH:8]=2)[CH:6]=[CH:5][CH:4]=[CH:3][CH:2]=1.[I:17]N1C(=O)CCC1=O. The catalyst is FC(F)(F)C(O)=O. The product is [I:17][C:8]1[C:9]([C:12]([O:14][CH2:15][CH3:16])=[O:13])=[N:10][O:11][C:7]=1[C:1]1[CH:2]=[CH:3][CH:4]=[CH:5][CH:6]=1. The yield is 1.00. (2) The reactants are [C:1]([O:5][C:6]([N:8]1[C:16]2[C:11](=[CH:12][C:13]([N+:17]([O-])=O)=[CH:14][CH:15]=2)[CH:10]=[CH:9]1)=[O:7])([CH3:4])([CH3:3])[CH3:2]. The catalyst is CO.CCOC(C)=O.[OH-].[OH-].[Pd+2]. The product is [C:1]([O:5][C:6]([N:8]1[C:16]2[C:11](=[CH:12][C:13]([NH2:17])=[CH:14][CH:15]=2)[CH2:10][CH2:9]1)=[O:7])([CH3:4])([CH3:2])[CH3:3]. The yield is 0.980. (3) The reactants are [N:1]([CH2:4][C:5]([C:7]1[CH:12]=[CH:11][CH:10]=[C:9]([O:13][C:14]([F:17])([F:16])[F:15])[CH:8]=1)=[O:6])=[N+]=[N-]. The catalyst is [Pd].C(O)C. The product is [NH2:1][CH2:4][C:5]([C:7]1[CH:12]=[CH:11][CH:10]=[C:9]([O:13][C:14]([F:15])([F:16])[F:17])[CH:8]=1)=[O:6]. The yield is 0.880. (4) The reactants are [CH3:1][C:2]1[CH:7]=[C:6]([C:8]([F:17])([C:13]([F:16])([F:15])[F:14])[C:9]([F:12])([F:11])[F:10])[CH:5]=[C:4]([CH3:18])[C:3]=1[NH:19][C:20](=[O:31])[C:21]1[CH:26]=[C:25]([N+:27]([O-:29])=[O:28])[CH:24]=[CH:23][C:22]=1F.[CH2:32]([NH2:34])[CH3:33].O. The catalyst is C(#N)C. The product is [CH3:18][C:4]1[CH:5]=[C:6]([C:8]([F:17])([C:9]([F:11])([F:10])[F:12])[C:13]([F:16])([F:15])[F:14])[CH:7]=[C:2]([CH3:1])[C:3]=1[NH:19][C:20](=[O:31])[C:21]1[CH:26]=[C:25]([N+:27]([O-:29])=[O:28])[CH:24]=[CH:23][C:22]=1[NH:34][CH2:32][CH3:33]. The yield is 0.910. (5) The reactants are [NH2:1][C:2]1[CH:11]=[CH:10][CH:9]=[C:8]2[C:3]=1[CH:4]=[CH:5][N:6]=[CH:7]2.O.O.O.O.O.O.[F:18][C:19]([F:27])([F:26])[C:20]([C:22]([F:25])([F:24])[F:23])=[O:21]. The catalyst is C1(C)C=CC(S(O)(=O)=O)=CC=1. The product is [NH2:1][C:2]1[C:11]([C:20]([OH:21])([C:22]([F:25])([F:24])[F:23])[C:19]([F:27])([F:26])[F:18])=[CH:10][CH:9]=[C:8]2[C:3]=1[CH:4]=[CH:5][N:6]=[CH:7]2. The yield is 0.300. (6) The product is [CH2:1]([S:3]([NH:7][CH2:8][CH2:9][CH2:10][CH2:11][CH2:12][CH2:13][CH2:14][C:15]([OH:17])=[O:16])(=[O:5])=[O:4])[CH3:2]. The yield is 0.380. The reactants are [CH2:1]([S:3](Cl)(=[O:5])=[O:4])[CH3:2].[NH2:7][CH2:8][CH2:9][CH2:10][CH2:11][CH2:12][CH2:13][CH2:14][C:15]([OH:17])=[O:16]. The catalyst is O1CCOCC1.[OH-].[Na+]. (7) The reactants are [NH2:1][CH2:2][C:3]1[CH:4]=[C:5]([C:10]2[CH:15]=[CH:14][C:13]([C:16]([F:19])([F:18])[F:17])=[CH:12][CH:11]=2)[CH:6]=[CH:7][C:8]=1[NH2:9].O(CC)[C:21]([S-])=[S:22].[K+]. The catalyst is N1C=CC=CC=1. The product is [F:19][C:16]([F:17])([F:18])[C:13]1[CH:14]=[CH:15][C:10]([C:5]2[CH:4]=[C:3]3[C:8](=[CH:7][CH:6]=2)[NH:9][C:21](=[S:22])[NH:1][CH2:2]3)=[CH:11][CH:12]=1. The yield is 0.200. (8) The reactants are [Cl:1][C:2]1[CH:18]=[CH:17][C:16]([Cl:19])=[CH:15][C:3]=1[O:4][CH2:5][C:6]1[CH:11]=[CH:10][N:9]=[C:8]([C:12]([OH:14])=O)[CH:7]=1.[NH2:20][C:21]1[CH:22]=[N:23][N:24]([C:26]([O:28][C:29]([CH3:32])([CH3:31])[CH3:30])=[O:27])[CH:25]=1. No catalyst specified. The product is [Cl:1][C:2]1[CH:18]=[CH:17][C:16]([Cl:19])=[CH:15][C:3]=1[O:4][CH2:5][C:6]1[CH:11]=[CH:10][N:9]=[C:8]([C:12]([NH:20][C:21]2[CH:22]=[N:23][N:24]([C:26]([O:28][C:29]([CH3:32])([CH3:31])[CH3:30])=[O:27])[CH:25]=2)=[O:14])[CH:7]=1. The yield is 0.740. (9) The catalyst is CN(C)C=O.C(OCC)(=O)C. The reactants are [Cl:1][C:2]1[CH:10]=[C:9]2[C:5]([C:6](=[O:20])[C:7](=[O:19])[N:8]2[CH:11]([CH2:15][CH:16]([CH3:18])[CH3:17])[C:12]([OH:14])=O)=[CH:4][CH:3]=1.[S:21]1[CH:25]=[CH:24][N:23]=[C:22]1[NH2:26].C(N(CC)C(C)C)(C)C.F[P-](F)(F)(F)(F)F.N1(O[P+](N(C)C)(N(C)C)N(C)C)C2C=CC=CC=2N=N1. The product is [S:21]1[CH:25]=[CH:24][N:23]=[C:22]1[NH:26][C:12](=[O:14])[CH:11]([N:8]1[C:9]2[C:5](=[CH:4][CH:3]=[C:2]([Cl:1])[CH:10]=2)[C:6](=[O:20])[C:7]1=[O:19])[CH2:15][CH:16]([CH3:18])[CH3:17]. The yield is 0.730.